Dataset: Full USPTO retrosynthesis dataset with 1.9M reactions from patents (1976-2016). Task: Predict the reactants needed to synthesize the given product. (1) Given the product [CH3:34][O:33][C:28]1[CH:29]=[CH:30][CH:31]=[CH:32][C:27]=1[C:4]([C:6]1[N:7]=[CH:8][N:9]([C:11]2[CH:12]=[C:13]([C:17]3[C:18]([C:23]#[N:24])=[CH:19][CH:20]=[CH:21][CH:22]=3)[CH:14]=[CH:15][CH:16]=2)[CH:10]=1)=[O:5], predict the reactants needed to synthesize it. The reactants are: CON(C)[C:4]([C:6]1[N:7]=[CH:8][N:9]([C:11]2[CH:12]=[C:13]([C:17]3[CH:22]=[CH:21][CH:20]=[CH:19][C:18]=3[C:23]#[N:24])[CH:14]=[CH:15][CH:16]=2)[CH:10]=1)=[O:5].Br[C:27]1[CH:32]=[CH:31][CH:30]=[CH:29][C:28]=1[O:33][CH3:34]. (2) Given the product [CH:29]([C:26]1[Se:25][C:24]([C:21]2[Se:20][C:19]([C:15]3[Se:14][C:10]([CH:11]=[O:12])=[CH:9][CH:13]=3)=[CH:23][CH:22]=2)=[CH:28][CH:27]=1)=[O:31], predict the reactants needed to synthesize it. The reactants are: [Li+].CC([N-]C(C)C)C.[CH2:9]1[CH2:13][O:12][CH2:11][CH2:10]1.[Se:14]1C=CC=[C:15]1[C:19]1[Se:20][C:21]([C:24]2[Se:25][CH:26]=[CH:27][CH:28]=2)=[CH:22][CH:23]=1.[C:29](OCC)(=[O:31])C. (3) Given the product [F:1][C:2]([F:28])([F:27])[C:3]1[CH:26]=[CH:25][CH:24]=[CH:23][C:4]=1[C:5]([N:7]1[CH2:12][CH2:11][N:10]([C:13]2[N:18]=[N:17][C:16]([C:19]([Cl:31])=[O:20])=[CH:15][CH:14]=2)[CH2:9][CH2:8]1)=[O:6], predict the reactants needed to synthesize it. The reactants are: [F:1][C:2]([F:28])([F:27])[C:3]1[CH:26]=[CH:25][CH:24]=[CH:23][C:4]=1[C:5]([N:7]1[CH2:12][CH2:11][N:10]([C:13]2[N:18]=[N:17][C:16]([C:19](OC)=[O:20])=[CH:15][CH:14]=2)[CH2:9][CH2:8]1)=[O:6].S(Cl)([Cl:31])=O. (4) Given the product [CH3:1][N:2]([CH2:7][C:8]1[N:9]([CH3:17])[C:10]2[C:15]([CH:16]=1)=[CH:14][CH:13]=[CH:12][CH:11]=2)[C:3](=[O:6])/[CH:4]=[CH:5]/[C:28]1[CH:27]=[N:26][C:25]([NH:24][C:18]2[CH:23]=[CH:22][CH:21]=[CH:20][CH:19]=2)=[CH:30][CH:29]=1, predict the reactants needed to synthesize it. The reactants are: [CH3:1][N:2]([CH2:7][C:8]1[N:9]([CH3:17])[C:10]2[C:15]([CH:16]=1)=[CH:14][CH:13]=[CH:12][CH:11]=2)[C:3](=[O:6])[CH:4]=[CH2:5].[C:18]1([NH:24][C:25]2[CH:30]=[CH:29][C:28](Br)=[CH:27][N:26]=2)[CH:23]=[CH:22][CH:21]=[CH:20][CH:19]=1.CCN(C(C)C)C(C)C.CC1C=CC=CC=1P(C1C=CC=CC=1C)C1C=CC=CC=1C. (5) Given the product [C:12]([Si:15]([O:10][CH2:9][C@@H:7]1[CH2:6][O:8]1)([C:22]1[CH:27]=[CH:26][CH:25]=[CH:24][CH:23]=1)[C:16]1[CH:17]=[CH:18][CH:19]=[CH:20][CH:21]=1)([CH3:14])([CH3:11])[CH3:13], predict the reactants needed to synthesize it. The reactants are: N1C=CN=C1.[CH2:6]1[O:8][C@@H:7]1[CH2:9][OH:10].[CH3:11][C:12]([Si:15](Cl)([C:22]1[CH:27]=[CH:26][CH:25]=[CH:24][CH:23]=1)[C:16]1[CH:21]=[CH:20][CH:19]=[CH:18][CH:17]=1)([CH3:14])[CH3:13].